This data is from Full USPTO retrosynthesis dataset with 1.9M reactions from patents (1976-2016). The task is: Predict the reactants needed to synthesize the given product. Given the product [C:22]([O:26][C:27]([N:29]1[CH2:33][CH2:32][C@H:31]([N:15]([C:10]2[CH:11]=[CH:12][C:13]([Cl:14])=[C:8]([Cl:7])[CH:9]=2)[C:16]2[CH:21]=[CH:20][CH:19]=[CH:18][CH:17]=2)[CH2:30]1)=[O:28])([CH3:25])([CH3:23])[CH3:24], predict the reactants needed to synthesize it. The reactants are: [H-].[Na+].CS(C)=O.[Cl:7][C:8]1[CH:9]=[C:10]([NH:15][C:16]2[CH:21]=[CH:20][CH:19]=[CH:18][CH:17]=2)[CH:11]=[CH:12][C:13]=1[Cl:14].[C:22]([O:26][C:27]([N:29]1[CH2:33][CH2:32][C@@H:31](OS(C)(=O)=O)[CH2:30]1)=[O:28])([CH3:25])([CH3:24])[CH3:23].